Dataset: Reaction yield outcomes from USPTO patents with 853,638 reactions. Task: Predict the reaction yield, written as a fraction of the theoretical maximum amount of product (1.0 means a 100% yield; for example, 0.34 means a 34% yield). The reactants are [CH3:1][CH2:2][C:3]([C:5]1[CH:10]=[CH:9][C:8]([Cl:11])=[CH:7][CH:6]=1)=[O:4].C([O:16][N:17]=O)(C)(C)C.O1CCCC1.Cl.C(=O)([O-])[O-].[Na+].[Na+].CC1CCCCC1. The catalyst is [Cl-].[Na+].O. The product is [Cl:11][C:8]1[CH:7]=[CH:6][C:5]([C:3](=[O:4])/[C:2](=[N:17]/[OH:16])/[CH3:1])=[CH:10][CH:9]=1. The yield is 0.911.